This data is from Full USPTO retrosynthesis dataset with 1.9M reactions from patents (1976-2016). The task is: Predict the reactants needed to synthesize the given product. (1) Given the product [Br:16][C:11]1[C:3]([O:2][CH3:1])=[C:4]2[C:8](=[CH:9][CH:10]=1)[N:7]([CH3:12])[C:6](=[O:13])[CH2:5]2, predict the reactants needed to synthesize it. The reactants are: [CH3:1][O:2][C:3]1[CH:11]=[CH:10][CH:9]=[C:8]2[C:4]=1[CH2:5][C:6](=[O:13])[N:7]2[CH3:12].CO.[Br:16]N1C(=O)CCC1=O. (2) Given the product [C:1]([O:5][C:6]([NH:8][C@@:9]1([CH2:24][F:25])[CH:13]([CH3:14])[CH2:12][N:11]([C@@H:16]([C:18]2[CH:19]=[CH:20][CH:21]=[CH:22][CH:23]=2)[CH3:17])[CH2:10]1)=[O:7])([CH3:2])([CH3:3])[CH3:4], predict the reactants needed to synthesize it. The reactants are: [C:1]([O:5][C:6]([NH:8][C@@:9]1([CH2:24][F:25])[CH:13]([CH3:14])[C:12](=O)[N:11]([C@@H:16]([C:18]2[CH:23]=[CH:22][CH:21]=[CH:20][CH:19]=2)[CH3:17])[CH2:10]1)=[O:7])([CH3:4])([CH3:3])[CH3:2].B. (3) Given the product [CH2:21]([O:20][C:19]1[NH:1][C:2]2[CH:3]=[C:4]([O:5][CH2:6][CH2:7][CH2:8][C:9]([O:11][CH2:12][CH3:13])=[O:10])[CH:14]=[C:15]([CH3:18])[C:16]=2[N:17]=1)[CH3:22], predict the reactants needed to synthesize it. The reactants are: [NH2:1][C:2]1[CH:3]=[C:4]([CH:14]=[C:15]([CH3:18])[C:16]=1[NH2:17])[O:5][CH2:6][CH2:7][CH2:8][C:9]([O:11][CH2:12][CH3:13])=[O:10].[C:19](OCC)(OCC)(OCC)[O:20][CH2:21][CH3:22]. (4) The reactants are: [CH3:1][O:2][C:3](=[O:13])[CH2:4][CH2:5][C:6]1[CH:11]=[CH:10][C:9]([OH:12])=C[CH:7]=1.S(Cl)([Cl:17])(=O)=O.Cl[CH2:20][Cl:21]. Given the product [OH:12][C:9]1[C:10]([Cl:17])=[CH:11][C:6]([CH2:5][CH2:4][C:3]([O:2][CH3:1])=[O:13])=[CH:7][C:20]=1[Cl:21], predict the reactants needed to synthesize it.